From a dataset of Full USPTO retrosynthesis dataset with 1.9M reactions from patents (1976-2016). Predict the reactants needed to synthesize the given product. (1) The reactants are: [C:1]([N:5]1[C:9](=[O:10])[C:8](Cl)=[C:7]([C:12]2[CH:17]=[CH:16][CH:15]=[CH:14][CH:13]=2)[S:6]1(=[O:19])=[O:18])([CH3:4])([CH3:3])[CH3:2].[N:20]1([C:26]2[CH:32]=[CH:31][C:29]([NH2:30])=[CH:28][CH:27]=2)[CH2:25][CH2:24][CH2:23][CH2:22][CH2:21]1.CCOC(C)=O. Given the product [C:1]([N:5]1[C:9](=[O:10])[C:8]([NH:30][C:29]2[CH:28]=[CH:27][C:26]([N:20]3[CH2:25][CH2:24][CH2:23][CH2:22][CH2:21]3)=[CH:32][CH:31]=2)=[C:7]([C:12]2[CH:17]=[CH:16][CH:15]=[CH:14][CH:13]=2)[S:6]1(=[O:19])=[O:18])([CH3:4])([CH3:3])[CH3:2], predict the reactants needed to synthesize it. (2) Given the product [NH2:20][C:17]1[CH:18]=[CH:19][C:14]([O:13][C:9]2[CH:8]=[C:7]([CH:12]=[CH:11][CH:10]=2)[C:6]([NH:5][C:1]([CH3:4])([CH3:3])[CH3:2])=[O:24])=[C:15]([Cl:23])[CH:16]=1, predict the reactants needed to synthesize it. The reactants are: [C:1]([NH:5][C:6](=[O:24])[C:7]1[CH:12]=[CH:11][CH:10]=[C:9]([O:13][C:14]2[CH:19]=[CH:18][C:17]([N+:20]([O-])=O)=[CH:16][C:15]=2[Cl:23])[CH:8]=1)([CH3:4])([CH3:3])[CH3:2].[Cl-].[Ca+2].[Cl-].C(O)C. (3) Given the product [Cl:20][C:21]1[CH:22]=[CH:23][C:24]([O:9][CH2:8][C:3]2([C:1]#[N:2])[CH2:4][CH2:5][CH2:6][CH2:7]2)=[C:25]([CH:26]=[O:27])[CH:28]=1, predict the reactants needed to synthesize it. The reactants are: [C:1]([C:3]1([CH2:8][O:9]S(C2C=CC(C)=CC=2)(=O)=O)[CH2:7][CH2:6][CH2:5][CH2:4]1)#[N:2].[Cl:20][C:21]1[CH:22]=[CH:23][C:24](O)=[C:25]([CH:28]=1)[CH:26]=[O:27].C([O-])([O-])=O.[K+].[K+].O. (4) Given the product [F:57][C:56]1[CH:55]=[CH:54][CH:53]=[C:52]([F:58])[C:51]=1[CH2:50][O:49][C:48]1[C:43]2[N:44]([C:40]([C:38]3[O:37][N:36]=[C:20]([CH2:21][C:22]([NH:25][C:26](=[O:35])[O:27][CH2:28][C:29]4[CH:34]=[CH:33][CH:32]=[CH:31][CH:30]=4)([CH3:23])[CH3:24])[N:19]=3)=[C:41]([CH3:60])[N:42]=2)[CH:45]=[C:46]([CH3:59])[CH:47]=1, predict the reactants needed to synthesize it. The reactants are: [F-].C([N+](CCCC)(CCCC)CCCC)CCC.[NH2:19]/[C:20](=[N:36]\[O:37][C:38]([C:40]1[N:44]2[CH:45]=[C:46]([CH3:59])[CH:47]=[C:48]([O:49][CH2:50][C:51]3[C:56]([F:57])=[CH:55][CH:54]=[CH:53][C:52]=3[F:58])[C:43]2=[N:42][C:41]=1[CH3:60])=O)/[CH2:21][C:22]([NH:25][C:26](=[O:35])[O:27][CH2:28][C:29]1[CH:34]=[CH:33][CH:32]=[CH:31][CH:30]=1)([CH3:24])[CH3:23]. (5) Given the product [F:15][C:16]1[CH:17]=[C:18]2[C:23](=[CH:24][CH:25]=1)[NH:22][C:21](=[O:26])[CH:20]=[CH:19]2, predict the reactants needed to synthesize it. The reactants are: C(C1C(=O)C(Cl)=C(Cl)C(=O)C=1C#N)#N.[F:15][C:16]1[CH:17]=[C:18]2[C:23](=[CH:24][CH:25]=1)[NH:22][C:21](=[O:26])[CH2:20][CH2:19]2. (6) Given the product [F:13][C:10]([F:11])([F:12])[C:8]([NH:33][C:31]1[N:23]=[C:24]2[CH:25]=[CH:26][C:27]([C:34]([F:37])([F:36])[F:35])=[N:28][N:29]2[CH:30]=1)=[O:9], predict the reactants needed to synthesize it. The reactants are: [C:8](O[C:8]([C:10]([F:13])([F:12])[F:11])=[O:9])([C:10]([F:13])([F:12])[F:11])=[O:9].C1(C)C=CC(S([N:23]=[C:24]2[N:29]([CH2:30][C:31]([NH2:33])=O)[N:28]=[C:27]([C:34]([F:37])([F:36])[F:35])[CH:26]=[CH:25]2)(=O)=O)=CC=1. (7) Given the product [F:9][C:5]1[C:6]([F:8])=[CH:7][C:2]([C:20]2[CH:21]=[CH:22][C:23]([C:26]([NH:28][CH2:29][CH2:30][C:31]([O:33][CH2:34][CH3:35])=[O:32])=[O:27])=[N:24][CH:25]=2)=[C:3]([CH2:10][OH:11])[CH:4]=1, predict the reactants needed to synthesize it. The reactants are: Br[C:2]1[CH:7]=[C:6]([F:8])[C:5]([F:9])=[CH:4][C:3]=1[CH2:10][OH:11].CC1(C)C(C)(C)OB([C:20]2[CH:21]=[CH:22][C:23]([C:26]([NH:28][CH2:29][CH2:30][C:31]([O:33][CH2:34][CH3:35])=[O:32])=[O:27])=[N:24][CH:25]=2)O1.C([O-])([O-])=O.[K+].[K+].O.